Dataset: Catalyst prediction with 721,799 reactions and 888 catalyst types from USPTO. Task: Predict which catalyst facilitates the given reaction. (1) Reactant: Br[C:2]1[CH:7]=[C:6]([O:8][CH3:9])[CH:5]=[C:4]([O:10][CH3:11])[CH:3]=1.[C:12]([Cu])#[N:13].[NH4+].[OH-]. Product: [CH3:11][O:10][C:4]1[CH:3]=[C:2]([CH:7]=[C:6]([O:8][CH3:9])[CH:5]=1)[C:12]#[N:13]. The catalyst class is: 39. (2) Reactant: [NH2:1][C@@H:2]([CH3:19])[CH2:3][N:4]1[CH:8]=[CH:7][C:6]([C:9]2[CH:16]=[CH:15][C:12]([C:13]#[N:14])=[C:11]([Cl:17])[C:10]=2[CH3:18])=[N:5]1.[F:20][C:21]([F:31])([F:30])[C:22]1[NH:26][N:25]=[C:24]([C:27](O)=[O:28])[CH:23]=1.C1C=CC2N(O)N=NC=2C=1.CCN(C(C)C)C(C)C.CCN=C=NCCCN(C)C. Product: [Cl:17][C:11]1[C:10]([CH3:18])=[C:9]([C:6]2[CH:7]=[CH:8][N:4]([CH2:3][C@@H:2]([NH:1][C:27]([C:24]3[CH:23]=[C:22]([C:21]([F:31])([F:20])[F:30])[NH:26][N:25]=3)=[O:28])[CH3:19])[N:5]=2)[CH:16]=[CH:15][C:12]=1[C:13]#[N:14]. The catalyst class is: 2. (3) The catalyst class is: 1. Reactant: CO[C:3]1[CH:14]=[C:13]2[C:6]([NH:7][CH:8]=[C:9]2[CH2:10][CH2:11][NH2:12])=[CH:5][CH:4]=1.[CH3:15]OC1C=C2C(=CC=1)C(CCN)=CN2.C(O)(C(F)(F)F)=O. Product: [CH2:15]1[C:8]2[NH:7][C:6]3[C:13](=[CH:14][CH:3]=[CH:4][CH:5]=3)[C:9]=2[CH2:10][CH2:11][NH:12]1. (4) Reactant: [CH2:1]([N:8]1[C:16]2[C:11](=[CH:12][C:13]([OH:18])=[CH:14][C:15]=2[CH3:17])[C:10]([CH:19]2[CH2:24][CH2:23][N:22]([CH3:25])[CH2:21][CH2:20]2)=[CH:9]1)[C:2]1[CH:7]=[CH:6][CH:5]=[CH:4][CH:3]=1.[H-].[Na+].[F:28][C:29]1[CH:34]=[CH:33][CH:32]=[C:31]([F:35])[C:30]=1[S:36](Cl)(=[O:38])=[O:37]. Product: [CH2:1]([N:8]1[C:16]2[C:11](=[CH:12][C:13]([O:18][S:36]([C:30]3[C:31]([F:35])=[CH:32][CH:33]=[CH:34][C:29]=3[F:28])(=[O:38])=[O:37])=[CH:14][C:15]=2[CH3:17])[C:10]([CH:19]2[CH2:24][CH2:23][N:22]([CH3:25])[CH2:21][CH2:20]2)=[CH:9]1)[C:2]1[CH:3]=[CH:4][CH:5]=[CH:6][CH:7]=1. The catalyst class is: 1.